From a dataset of Human Reference Interactome with 51,813 positive PPI pairs across 8,248 proteins, plus equal number of experimentally-validated negative pairs. Binary Classification. Given two protein amino acid sequences, predict whether they physically interact or not. (1) Protein 1 (ENSG00000166317) has sequence METFEPISQEPLSQASYDKAPDPVPELQDSFYAELQRAESLQEKSIKEAKTKCRTIASLLTAAPNPHSKGVLMFKKRRQRAKKYTLVSFGAAAGTGAEEEDGVPPTSESELDEEAFSDARSLTNQSDWDSPYLDMELARAGSRASEGQGSGLGGQLSEVSGRGVQLFEQQRQRADSSTQELARVEPAAMLNGEGLQSPPRAQSAPPEAAVLPPSPLPAPVASPRPFQPGGGAPTPAPSIFNRSARPFTPGLQGQRPTTTSVIFRPLAPKRANDSLGGLSPAPPPFLSSQGPTPLPSFTSG.... Protein 2 (ENSG00000204967) has sequence VVYSRVGQESRRLLLLLLLLAAWEAGNGQLHYSVSEEAKHGTFVGRIAQDLGLELAELVPRLFRVASKGRGGLLEVNLQNGILFVNSRIDREELCRRSAECSIHLEVIVDRPLQVFHVDVEVRDINDNPPVFPATQKNLSIAESRPLDSRFPLEGASDADIGENALLTYRLSPNEYFSLEKPPDDELVKGLGLILRKSLDREEAPEIFLVLTATDGGKPELTGTVQLLITVLDANDNAPAFDRTIYKVRLLENVPNGTLVIKLNASDLDEGLNGDIVYSFSNDISPNVKSKFHIDPITGQ.... Result: 0 (the proteins do not interact). (2) Protein 1 (ENSG00000137831) has sequence MKSLKSRLRRQDVPGPASSGAAAASAHAADWNKYDDRLMKAAERGDVEKVTSILAKKGVNPGKLDVEGRSVFHVVTSKGNLECLNAILIHGVDITTSDTAGRNALHLAAKYGHALCLQKLLQYNCPTEHADLQGRTALHDAAMADCPSSIQLLCDHGASVNAKDVDGRTPLVLATQMSRPTICQLLIDRGADVNSRDKQNRTALMLGCEYGCRDAVEVLIKNGADISLLDALGHDSSYYARIGDNLDILTLLKTASENTNKGRELWKKGPSLQQRNLTHMQDEVNVKSHQREHQNIQDLE.... Protein 2 (ENSG00000186862) has sequence MAQGFAVGFDPLGLGDLSSGSLSSLSSRGHLGSDSGSTATRYLLRKQQRLLNGPPRGIRASSPMGRVILINSPIEANSDESDIIHSVRVEKSPAGRLGFSVRGGSEHGLGIFVSKVEEGSSAERAGLCVGDKITEVNGLSLESTTMGSAVKVLTSSSRLHMMVRRMGRVPGIKFSKEKTTWVDVVNRRLVVEKCGSTPSDTSSEDGVRRIVHLYTTSDDFCLGFNIRGGKEFGLGIYVSKVDHGGLAEENGIKVGDQVLAANGVRFDDISHSQAVEVLKGQTHIMLTIKETGRYPAYKEM.... Result: 0 (the proteins do not interact). (3) Result: 1 (the proteins interact). Protein 1 (ENSG00000100321) has sequence MEGGAYGAGKAGGAFDPYTLVRQPHTILRVVSWLFSIVVFGSIVNEGYLNSASEGEEFCIYNRNPNACSYGVAVGVLAFLTCLLYLALDVYFPQISSVKDRKKAVLSDIGVSAWEMHS*MEGGAYGAGKAGGAFDPYTLVRQPHTILRVVSWLFSIVVFGSIVNEGYLNSASEGEEFCIYNRNPNACSYGVAVGVLAFLTCLLYLALDVYFPQISSVKDRKKAVLSDIGVSAFWAFLWFVGFCYLANQWQVSKPKDNPLNEGTDAARAAIAFSFFSIFTWSLTAALAVRRFKDLSFQEEY.... Protein 2 (ENSG00000125991) has sequence MEALGKLKQFDAYPKTLEDFRVKTCGGATVTIVSGLLMLLLFLSELQYYLTTEVHPELYVDKSRGDKLKINIDVLFPHMPCAYLSIDAMDVAGEQQLDVEHNLFKQRLDKDGIPVSSEAERHELGKVEVTVFDPDSLDPDRCESCYGAEAEDIKCCNTCEDVREAYRRRGWAFKNPDTIEQCRREGFSQKMQEQKNEGCQVYGFLEVNKVAGNFHFAPGKSFQQSHVHVHAVEIHDLQSFGLDNINMTHYIQHLSFGEDYPGIVNPLDHTNVTAPQASMMFQYFVKVVPTVYMKVDGEVL.... (4) Protein 1 (ENSG00000161920) has sequence MATYSLANERLRALEDIEREIGAILQNAGTVILELSKEKTNERLLDRQAAAFTASVQHVEAELSAQIRYLTQVATGQPHEGSSYSSRKDCQMALKRVDYARLKLSDVARTCEQMLEN*MATYSLANERLRALEDIEREIGAILQNAGTVILELSKEKTNERLLDRQAAAFTASVQHVEAELSAQIRYLTQLPDGLTNSNSGKK*MATYSLANERLRALEDIEREIGAILQNAGTVILELSKEKTNERLLDRQAAAFTASVQHVEAELSAQIRYLTQVGVSGGFCERTPALGQSLRLG*MA.... Protein 2 (ENSG00000163126) has sequence MDFISIQQLVSGERVEGKVLGFGHGVPDPGAWPSDWRRGPQEAVAREKLKLEEEKKKKLERFNSTRFNLDNLADLENLVQRRKKRLRHRVPPRKPEPLVKPQSQAQVEPVGLEMFLKAAAENQEYLIDKYLTDGGDPNAHDKLHRTALHWACLKGHSQLVNKLLVAGATVDARDLLDRTPVFWACRGGHLVILKQLLNQGARVNARDKIGSTPLHVAVRTRHPDCLEHLIECGAHLNAQDKEGDTALHEAVRHGSYKAMKLLLLYGAELGVRNAASVTPVQLARDWQRGIREALQAHVAH.... Result: 0 (the proteins do not interact). (5) Protein 1 (ENSG00000168634) has sequence MKPVLPLQFLVVFCLALQLVPGSPKQRVLKYILEPPPCISAPENCTHLCTMQEDCEKGFQCCSSFCGIVCSSETFQKRNRIKHKGSEVIMPAN*. Protein 2 (ENSG00000167535) has sequence MYDDSYVPGFEDSEAGSADSYTSRPSLDSDVSLEEDRESARREVESQAQQQLERAKHKPVAFAVRTNVSYCGVLDEECPVQGSGVNFEAKDFLHIKEKYSNDWWIGRLVKEGGDIAFIPSPQRLESIRLKQEQKARRSGNPSSLSDIGNRRSPPPSLAKQKQKQAEHVPPYDVVPSMRPVVLVGPSLKGYEVTDMMQKALFDFLKHRFDGRISITRVTADLSLAKRSVLNNPGKRTIIERSSARSSIAEVQSEIERIFELAKSLQLVVLDADTINHPAQLAKTSLAPIIVFVKVSSPKVL.... Result: 0 (the proteins do not interact).